Task: Predict the product of the given reaction.. Dataset: Forward reaction prediction with 1.9M reactions from USPTO patents (1976-2016) (1) The product is: [CH:23]1[C:24]2[C:29](=[CH:28][CH:27]=[CH:26][CH:25]=2)[CH:30]=[C:21]([NH:20][C:19](=[O:31])[O:18][CH2:17][C@@H:9]([N:7]([CH3:8])[C:6]([NH:5][CH2:4][C:3]2[CH:33]=[CH:34][C:35]([F:37])=[CH:36][C:2]=2[Cl:1])=[O:32])[CH2:10][CH2:11][CH2:12][CH2:13][OH:14])[N:22]=1. Given the reactants [Cl:1][C:2]1[CH:36]=[C:35]([F:37])[CH:34]=[CH:33][C:3]=1[CH2:4][NH:5][C:6](=[O:32])[N:7]([C@H:9]([CH2:17][O:18][C:19](=[O:31])[NH:20][C:21]1[N:22]=[CH:23][C:24]2[C:29]([CH:30]=1)=[CH:28][CH:27]=[CH:26][CH:25]=2)[CH2:10][CH2:11][CH2:12][C:13](OC)=[O:14])[CH3:8].[Li+].[BH4-], predict the reaction product. (2) Given the reactants [C:9](O[C:9]([O:11][C:12]([CH3:15])([CH3:14])[CH3:13])=[O:10])([O:11][C:12]([CH3:15])([CH3:14])[CH3:13])=[O:10].[C:16]([N:19]1[C:28]2[C:23](=[CH:24][C:25]([C:29]3[CH:34]=[CH:33][C:32]([CH2:35][N:36]4[CH2:41][CH2:40][CH2:39][CH2:38][CH2:37]4)=[CH:31][CH:30]=3)=[CH:26][CH:27]=2)[C@H:22]([NH2:42])[CH2:21][C@@H:20]1[CH3:43])(=[O:18])[CH3:17].CS(C)=O, predict the reaction product. The product is: [C:16]([N:19]1[C:28]2[C:23](=[CH:24][C:25]([C:29]3[CH:34]=[CH:33][C:32]([CH2:35][N:36]4[CH2:41][CH2:40][CH2:39][CH2:38][CH2:37]4)=[CH:31][CH:30]=3)=[CH:26][CH:27]=2)[C@H:22]([NH:42][C:9](=[O:10])[O:11][C:12]([CH3:13])([CH3:14])[CH3:15])[CH2:21][C@@H:20]1[CH3:43])(=[O:18])[CH3:17]. (3) Given the reactants C([O:4][CH2:5][CH2:6][NH:7][C:8]([C@@H:10]1[CH2:14][C:13](=[N:15][O:16][CH3:17])[CH2:12][N:11]1[C:18]([C:20]1[CH:25]=[CH:24][C:23]([C:26]2[CH:31]=[CH:30][CH:29]=[CH:28][CH:27]=2)=[CH:22][CH:21]=1)=[O:19])=[O:9])(=O)C.[OH-].[Na+].CO, predict the reaction product. The product is: [C:23]1([C:26]2[CH:27]=[CH:28][CH:29]=[CH:30][CH:31]=2)[CH:22]=[CH:21][C:20]([C:18]([N:11]2[CH2:12][C:13](=[N:15][O:16][CH3:17])[CH2:14][C@H:10]2[C:8]([NH:7][CH2:6][CH2:5][OH:4])=[O:9])=[O:19])=[CH:25][CH:24]=1.